From a dataset of Catalyst prediction with 721,799 reactions and 888 catalyst types from USPTO. Predict which catalyst facilitates the given reaction. (1) Reactant: [OH:1][CH2:2][CH:3]([C:7]1[S:11][C:10]([NH:12][C:13]([NH:15][C:16]2[CH:21]=[CH:20][CH:19]=[C:18]([C:22]([F:25])([F:24])[F:23])[CH:17]=2)=[O:14])=[N:9][CH:8]=1)[C:4]([NH2:6])=O.[H-].[H-].[H-].[H-].[Li+].[Al+3]. Product: [NH2:6][CH2:4][CH:3]([C:7]1[S:11][C:10]([NH:12][C:13]([NH:15][C:16]2[CH:21]=[CH:20][CH:19]=[C:18]([C:22]([F:24])([F:25])[F:23])[CH:17]=2)=[O:14])=[N:9][CH:8]=1)[CH2:2][OH:1]. The catalyst class is: 1. (2) The catalyst class is: 54. Reactant: Br[C:2]1[CH:7]=[CH:6][CH:5]=[CH:4][C:3]=1[N:8]1[CH2:13][CH2:12][N:11]([CH2:14][CH:15]2[CH2:17][CH2:16]2)[CH2:10][CH2:9]1.C([Li])CCC.[CH3:23][C:24]1([CH3:33])[CH2:29][C:28]([CH3:31])([CH3:30])[CH2:27][C:26](=[O:32])[CH2:25]1.O. Product: [CH:15]1([CH2:14][N:11]2[CH2:12][CH2:13][N:8]([C:3]3[CH:4]=[CH:5][CH:6]=[CH:7][C:2]=3[C:26]3([OH:32])[CH2:25][C:24]([CH3:23])([CH3:33])[CH2:29][C:28]([CH3:31])([CH3:30])[CH2:27]3)[CH2:9][CH2:10]2)[CH2:17][CH2:16]1.